This data is from NCI-60 drug combinations with 297,098 pairs across 59 cell lines. The task is: Regression. Given two drug SMILES strings and cell line genomic features, predict the synergy score measuring deviation from expected non-interaction effect. (1) Drug 1: CCC1(CC2CC(C3=C(CCN(C2)C1)C4=CC=CC=C4N3)(C5=C(C=C6C(=C5)C78CCN9C7C(C=CC9)(C(C(C8N6C)(C(=O)OC)O)OC(=O)C)CC)OC)C(=O)OC)O.OS(=O)(=O)O. Drug 2: C1=NC2=C(N=C(N=C2N1C3C(C(C(O3)CO)O)F)Cl)N. Cell line: IGROV1. Synergy scores: CSS=0.457, Synergy_ZIP=0.557, Synergy_Bliss=0.0264, Synergy_Loewe=-1.73, Synergy_HSA=-1.58. (2) Drug 1: C(CC(=O)O)C(=O)CN.Cl. Drug 2: CC(C)CN1C=NC2=C1C3=CC=CC=C3N=C2N. Cell line: SW-620. Synergy scores: CSS=-2.54, Synergy_ZIP=1.52, Synergy_Bliss=-0.879, Synergy_Loewe=-1.61, Synergy_HSA=-3.19. (3) Drug 1: CC1C(C(=O)NC(C(=O)N2CCCC2C(=O)N(CC(=O)N(C(C(=O)O1)C(C)C)C)C)C(C)C)NC(=O)C3=C4C(=C(C=C3)C)OC5=C(C(=O)C(=C(C5=N4)C(=O)NC6C(OC(=O)C(N(C(=O)CN(C(=O)C7CCCN7C(=O)C(NC6=O)C(C)C)C)C)C(C)C)C)N)C. Drug 2: CC1=C(C(=CC=C1)Cl)NC(=O)C2=CN=C(S2)NC3=CC(=NC(=N3)C)N4CCN(CC4)CCO. Cell line: SK-MEL-28. Synergy scores: CSS=2.22, Synergy_ZIP=3.70, Synergy_Bliss=8.81, Synergy_Loewe=4.83, Synergy_HSA=2.64. (4) Drug 2: C(CCl)NC(=O)N(CCCl)N=O. Cell line: UACC-257. Synergy scores: CSS=-1.79, Synergy_ZIP=1.63, Synergy_Bliss=-1.56, Synergy_Loewe=-7.03, Synergy_HSA=-5.18. Drug 1: C1CCC(C1)C(CC#N)N2C=C(C=N2)C3=C4C=CNC4=NC=N3. (5) Drug 1: CCCCCOC(=O)NC1=NC(=O)N(C=C1F)C2C(C(C(O2)C)O)O. Drug 2: C1CN1C2=NC(=NC(=N2)N3CC3)N4CC4. Cell line: SF-268. Synergy scores: CSS=21.2, Synergy_ZIP=9.66, Synergy_Bliss=9.31, Synergy_Loewe=-20.8, Synergy_HSA=1.19. (6) Drug 1: C1=CN(C=N1)CC(O)(P(=O)(O)O)P(=O)(O)O. Drug 2: CCC1(C2=C(COC1=O)C(=O)N3CC4=CC5=C(C=CC(=C5CN(C)C)O)N=C4C3=C2)O.Cl. Cell line: SK-MEL-28. Synergy scores: CSS=14.4, Synergy_ZIP=-3.91, Synergy_Bliss=-0.293, Synergy_Loewe=-12.5, Synergy_HSA=-2.71.